This data is from CYP1A2 inhibition data for predicting drug metabolism from PubChem BioAssay. The task is: Regression/Classification. Given a drug SMILES string, predict its absorption, distribution, metabolism, or excretion properties. Task type varies by dataset: regression for continuous measurements (e.g., permeability, clearance, half-life) or binary classification for categorical outcomes (e.g., BBB penetration, CYP inhibition). Dataset: cyp1a2_veith. The compound is Cn1c(=O)c2[nH]c(COCc3nc4c([nH]3)c(=O)n(C)c(=O)n4C)nc2n(C)c1=O. The result is 0 (non-inhibitor).